From a dataset of Forward reaction prediction with 1.9M reactions from USPTO patents (1976-2016). Predict the product of the given reaction. Given the reactants [CH3:1][O:2][C:3]1[CH:8]=[CH:7][C:6]([CH2:9][CH2:10][N:11]2[CH2:21][CH2:20][CH2:19][C:14]3(OCC[O:15]3)[CH2:13][CH2:12]2)=[CH:5][CH:4]=1.C([O-])([O-])=O.[K+].[K+], predict the reaction product. The product is: [CH3:1][O:2][C:3]1[CH:4]=[CH:5][C:6]([CH2:9][CH2:10][N:11]2[CH2:21][CH2:20][CH2:19][C:14](=[O:15])[CH2:13][CH2:12]2)=[CH:7][CH:8]=1.